Dataset: Catalyst prediction with 721,799 reactions and 888 catalyst types from USPTO. Task: Predict which catalyst facilitates the given reaction. (1) Reactant: C(N(S(F)(F)[F:7])CC)C.[Br:10][C:11]1[CH:12]=[C:13]([N:23]([CH3:25])[CH3:24])[C:14]([O:21][CH3:22])=[C:15]([C:17](O)([CH3:19])[CH3:18])[CH:16]=1.O. Product: [Br:10][C:11]1[CH:16]=[C:15]([C:17]([F:7])([CH3:19])[CH3:18])[C:14]([O:21][CH3:22])=[C:13]([N:23]([CH3:25])[CH3:24])[CH:12]=1. The catalyst class is: 2. (2) Reactant: [Br:1][CH:2]([CH:5]=O)[CH:3]=O.[NH2:7][C:8]1[NH:12][N:11]=[C:10]([C:13]([OH:15])=[O:14])[N:9]=1. The catalyst class is: 15. Product: [Br:1][C:2]1[CH:3]=[N:7][C:8]2[N:12]([N:11]=[C:10]([C:13]([OH:15])=[O:14])[N:9]=2)[CH:5]=1. (3) The catalyst class is: 1. Product: [CH3:1][O:2][C:3]([C:5]1[CH:14]=[CH:13][C:12]2[C:7](=[CH:8][CH:9]=[C:10]([C:15]([CH2:16][CH3:17])([C:20]3[CH:25]=[CH:24][C:23]([O:26][CH:27]([CH2:34][CH3:35])[CH:28]([OH:33])[C:29]([CH3:30])([CH3:31])[CH3:32])=[C:22]([CH3:36])[CH:21]=3)[CH2:18][CH3:19])[CH:11]=2)[CH:6]=1)=[O:4]. Reactant: [CH3:1][O:2][C:3]([C:5]1[CH:14]=[CH:13][C:12]2[C:7](=[CH:8][CH:9]=[C:10]([C:15]([C:20]3[CH:25]=[CH:24][C:23]([O:26][CH:27]([CH2:34][CH3:35])[C:28](=[O:33])[C:29]([CH3:32])([CH3:31])[CH3:30])=[C:22]([CH3:36])[CH:21]=3)([CH2:18][CH3:19])[CH2:16][CH3:17])[CH:11]=2)[CH:6]=1)=[O:4].[BH4-].[Na+].C(Cl)Cl.CCOC(C)=O.C(Cl)Cl. (4) Reactant: [F:1][CH:2]([F:16])[C:3]1[CH:4]=[C:5]([C:10]2[CH:15]=[CH:14][N:13]=[CH:12][CH:11]=2)[CH:6]=[CH:7][C:8]=1[F:9].Cl. Product: [F:16][CH:2]([F:1])[C:3]1[CH:4]=[C:5]([CH:10]2[CH2:15][CH2:14][NH:13][CH2:12][CH2:11]2)[CH:6]=[CH:7][C:8]=1[F:9]. The catalyst class is: 663. (5) Reactant: [NH:1]1[CH2:7][CH2:6][CH2:5][CH2:4][CH2:3][CH2:2]1.C(N(C(C)C)CC)(C)C.[ClH:17].[N:18]1(C(=N)N)[CH:22]=[N:21]C=N1.CCOCC. Product: [ClH:17].[N:1]1([C:22](=[NH:18])[NH2:21])[CH2:7][CH2:6][CH2:5][CH2:4][CH2:3][CH2:2]1. The catalyst class is: 9. (6) Reactant: [CH3:1][O:2][C:3]([C:5]1[C@@H:6]([C:23]2[CH:28]=[CH:27][C:26]([C:29](O)=[O:30])=[CH:25][C:24]=2[Br:32])[NH:7][C:8](=[S:22])[N:9]([C:12]2[CH:17]=[CH:16][CH:15]=[C:14]([C:18]([F:21])([F:20])[F:19])[CH:13]=2)[C:10]=1[CH3:11])=[O:4].C(N1C=CN=C1)([N:35]1C=CN=C1)=O.N. Product: [CH3:1][O:2][C:3]([C:5]1[C@@H:6]([C:23]2[CH:28]=[CH:27][C:26]([C:29](=[O:30])[NH2:35])=[CH:25][C:24]=2[Br:32])[NH:7][C:8](=[S:22])[N:9]([C:12]2[CH:17]=[CH:16][CH:15]=[C:14]([C:18]([F:20])([F:21])[F:19])[CH:13]=2)[C:10]=1[CH3:11])=[O:4]. The catalyst class is: 220.